Binary Classification. Given a drug SMILES string, predict its activity (active/inactive) in a high-throughput screening assay against a specified biological target. From a dataset of HIV replication inhibition screening data with 41,000+ compounds from the AIDS Antiviral Screen. (1) The molecule is CC(=N)NOCc1nc(C)no1. The result is 0 (inactive). (2) The drug is CC(=NNC(N)=S)C(CN1CCOCC1)C(C1=C(O)c2ccccc2OC1)c1ccccc1.Cl. The result is 0 (inactive). (3) The compound is Clc1cc2c(c3ncccc13)OCN(CCc1ccccc1)C2. The result is 0 (inactive). (4) The compound is Cc1nc(N(CCO)CCO)nc2c1C(=O)Nc1ccccc1N2. The result is 0 (inactive). (5) The result is 0 (inactive). The molecule is CCCCCCCCCCCC1=C(O)C(=NCCS)C=C(O)C1=NCCS. (6) The molecule is CC(C)=CC(=O)CC(=O)C(=O)Nc1ccc(Cl)c(Cl)c1. The result is 0 (inactive). (7) The result is 0 (inactive). The molecule is CC(=O)c1ccc(C(O)C(CO)NC(=O)C(Cl)Cl)cc1. (8) The result is 0 (inactive). The compound is Cl.O=C1C(=Cc2ccccc2)CNCC1=Cc1ccccc1. (9) The compound is O=C1CN2C(c3ccccc3)=NN(c3ccc([N+](=O)[O-])cc3)C2(c2ccccc2)c2cc(Cl)ccc2N1CC1CC1. The result is 0 (inactive).